This data is from Forward reaction prediction with 1.9M reactions from USPTO patents (1976-2016). The task is: Predict the product of the given reaction. (1) Given the reactants [OH:1][C:2]1[CH:7]=[CH:6][C:5]([S:8][CH2:9][CH2:10][CH2:11][C:12]([OH:14])=O)=[CH:4][CH:3]=1.[O:15]1[C:19]2[C:20]([CH2:24][NH:25][CH3:26])=[CH:21][CH:22]=[CH:23][C:18]=2[CH2:17][CH2:16]1, predict the reaction product. The product is: [O:15]1[C:19]2[C:20]([CH2:24][N:25]([CH3:26])[C:12](=[O:14])[CH2:11][CH2:10][CH2:9][S:8][C:5]3[CH:4]=[CH:3][C:2]([OH:1])=[CH:7][CH:6]=3)=[CH:21][CH:22]=[CH:23][C:18]=2[CH2:17][CH2:16]1. (2) Given the reactants [CH3:1][S:2]([C:5]1[CH:27]=[CH:26][C:8]2[N:9]=[C:10]([NH:12][C:13]3[N:17]([CH3:18])[C:16]4[CH:19]=[CH:20][C:21]([C:23](O)=[O:24])=[CH:22][C:15]=4[N:14]=3)[S:11][C:7]=2[CH:6]=1)(=[O:4])=[O:3].[CH3:28][O:29][CH2:30][CH2:31][NH2:32].CN(C(ON1N=NC2C=CC=CC1=2)=[N+](C)C)C.F[P-](F)(F)(F)(F)F.CCN(C(C)C)C(C)C, predict the reaction product. The product is: [CH3:28][O:29][CH2:30][CH2:31][NH:32][C:23]([C:21]1[CH:20]=[CH:19][C:16]2[N:17]([CH3:18])[C:13]([NH:12][C:10]3[S:11][C:7]4[CH:6]=[C:5]([S:2]([CH3:1])(=[O:4])=[O:3])[CH:27]=[CH:26][C:8]=4[N:9]=3)=[N:14][C:15]=2[CH:22]=1)=[O:24].